Dataset: NCI-60 drug combinations with 297,098 pairs across 59 cell lines. Task: Regression. Given two drug SMILES strings and cell line genomic features, predict the synergy score measuring deviation from expected non-interaction effect. (1) Drug 1: C1=NC2=C(N=C(N=C2N1C3C(C(C(O3)CO)O)O)F)N. Drug 2: CC1=C(C=C(C=C1)NC(=O)C2=CC=C(C=C2)CN3CCN(CC3)C)NC4=NC=CC(=N4)C5=CN=CC=C5. Cell line: A549. Synergy scores: CSS=-3.94, Synergy_ZIP=1.90, Synergy_Bliss=0.274, Synergy_Loewe=-4.31, Synergy_HSA=-3.43. (2) Synergy scores: CSS=10.4, Synergy_ZIP=-9.19, Synergy_Bliss=-2.73, Synergy_Loewe=-25.5, Synergy_HSA=-2.88. Drug 2: CN(CC1=CN=C2C(=N1)C(=NC(=N2)N)N)C3=CC=C(C=C3)C(=O)NC(CCC(=O)O)C(=O)O. Cell line: SK-MEL-28. Drug 1: CC12CCC3C(C1CCC2O)C(CC4=C3C=CC(=C4)O)CCCCCCCCCS(=O)CCCC(C(F)(F)F)(F)F. (3) Drug 1: CCCCC(=O)OCC(=O)C1(CC(C2=C(C1)C(=C3C(=C2O)C(=O)C4=C(C3=O)C=CC=C4OC)O)OC5CC(C(C(O5)C)O)NC(=O)C(F)(F)F)O. Drug 2: C1CN(CCN1C(=O)CCBr)C(=O)CCBr. Cell line: NCI-H460. Synergy scores: CSS=56.3, Synergy_ZIP=-6.89, Synergy_Bliss=-11.4, Synergy_Loewe=-20.2, Synergy_HSA=-7.74. (4) Drug 2: C1CN(CCN1C(=O)CCBr)C(=O)CCBr. Drug 1: C1CN1P(=S)(N2CC2)N3CC3. Synergy scores: CSS=82.1, Synergy_ZIP=1.25, Synergy_Bliss=1.42, Synergy_Loewe=0.807, Synergy_HSA=3.31. Cell line: MOLT-4. (5) Drug 1: CC1OCC2C(O1)C(C(C(O2)OC3C4COC(=O)C4C(C5=CC6=C(C=C35)OCO6)C7=CC(=C(C(=C7)OC)O)OC)O)O. Drug 2: CCC(=C(C1=CC=CC=C1)C2=CC=C(C=C2)OCCN(C)C)C3=CC=CC=C3.C(C(=O)O)C(CC(=O)O)(C(=O)O)O. Cell line: HCT-15. Synergy scores: CSS=43.9, Synergy_ZIP=-1.88, Synergy_Bliss=-0.227, Synergy_Loewe=-13.3, Synergy_HSA=0.136. (6) Drug 1: C1CCN(CC1)CCOC2=CC=C(C=C2)C(=O)C3=C(SC4=C3C=CC(=C4)O)C5=CC=C(C=C5)O. Drug 2: CN1C2=C(C=C(C=C2)N(CCCl)CCCl)N=C1CCCC(=O)O.Cl. Cell line: A498. Synergy scores: CSS=6.30, Synergy_ZIP=-2.50, Synergy_Bliss=-1.94, Synergy_Loewe=-0.199, Synergy_HSA=-0.148. (7) Drug 1: CC12CCC(CC1=CCC3C2CCC4(C3CC=C4C5=CN=CC=C5)C)O. Drug 2: C1CCC(C1)C(CC#N)N2C=C(C=N2)C3=C4C=CNC4=NC=N3. Cell line: PC-3. Synergy scores: CSS=0.641, Synergy_ZIP=0.148, Synergy_Bliss=-0.580, Synergy_Loewe=-3.61, Synergy_HSA=-2.20. (8) Drug 1: CC1=C(C=C(C=C1)NC2=NC=CC(=N2)N(C)C3=CC4=NN(C(=C4C=C3)C)C)S(=O)(=O)N.Cl. Drug 2: C1C(C(OC1N2C=NC3=C(N=C(N=C32)Cl)N)CO)O. Cell line: OVCAR-4. Synergy scores: CSS=-0.762, Synergy_ZIP=6.03, Synergy_Bliss=-1.21, Synergy_Loewe=-3.52, Synergy_HSA=-3.95.